This data is from Catalyst prediction with 721,799 reactions and 888 catalyst types from USPTO. The task is: Predict which catalyst facilitates the given reaction. (1) Reactant: [C:1]([C:3]1[CH:8]=[CH:7][C:6]([CH2:9][N:10]2[CH:14]=[CH:13][C:12]([C:15]([O:17][CH2:18][CH3:19])=[O:16])=[N:11]2)=[CH:5][CH:4]=1)#[N:2].[NH2:20][OH:21].Cl.C([O-])(O)=O.[Na+]. Product: [OH:21][NH:20][C:1](=[NH:2])[C:3]1[CH:8]=[CH:7][C:6]([CH2:9][N:10]2[CH:14]=[CH:13][C:12]([C:15]([O:17][CH2:18][CH3:19])=[O:16])=[N:11]2)=[CH:5][CH:4]=1. The catalyst class is: 14. (2) Reactant: Br.[Br:2][C:3]1[CH:4]=[C:5]([C:10]([C:15]2[CH:16]=[N:17][CH:18]=[CH:19][CH:20]=2)(O)[CH:11]([CH3:13])[CH3:12])[CH:6]=[C:7]([Cl:9])[CH:8]=1.O. Product: [Br:2][C:3]1[CH:4]=[C:5]([C:10]([C:15]2[CH:16]=[N:17][CH:18]=[CH:19][CH:20]=2)=[C:11]([CH3:13])[CH3:12])[CH:6]=[C:7]([Cl:9])[CH:8]=1. The catalyst class is: 15. (3) Reactant: [Cl:1][C:2]1[CH:3]=[CH:4][C:5]2[N:9]=[C:8]([C:10]3[C:22]4[C:21]5[C:16](=[CH:17][CH:18]=[CH:19][CH:20]=5)[C:15](=[N:23]O)[C:14]=4[CH:13]=[CH:12][CH:11]=3)[NH:7][C:6]=2[CH:25]=1.C(O)C.O. Product: [Cl:1][C:2]1[CH:3]=[CH:4][C:5]2[N:9]=[C:8]([C:10]3[C:22]4[C:21]5[C:16](=[CH:17][CH:18]=[CH:19][CH:20]=5)[CH:15]([NH2:23])[C:14]=4[CH:13]=[CH:12][CH:11]=3)[NH:7][C:6]=2[CH:25]=1. The catalyst class is: 183.